This data is from Reaction yield outcomes from USPTO patents with 853,638 reactions. The task is: Predict the reaction yield, written as a fraction of the theoretical maximum amount of product (1.0 means a 100% yield; for example, 0.34 means a 34% yield). (1) The reactants are [F:1][C:2]1[N:6]([CH3:7])[N:5]=[C:4]([C:8]([F:11])([F:10])[F:9])[C:3]=1[CH:12]=O.P(Br)(Br)[Br:15].O. The catalyst is C(OCC)C. The product is [Br:15][CH2:12][C:3]1[C:4]([C:8]([F:11])([F:10])[F:9])=[N:5][N:6]([CH3:7])[C:2]=1[F:1]. The yield is 0.808. (2) The reactants are [C:1]([CH:3]([C:9]1([CH3:22])[CH2:14][CH2:13][N:12]([C:15]2[CH:20]=[CH:19][C:18]([F:21])=[CH:17][CH:16]=2)[CH2:11][CH2:10]1)C(OCC)=O)#[N:2].[Cl-].[Li+]. The catalyst is CS(C)=O.O. The product is [F:21][C:18]1[CH:19]=[CH:20][C:15]([N:12]2[CH2:11][CH2:10][C:9]([CH2:3][C:1]#[N:2])([CH3:22])[CH2:14][CH2:13]2)=[CH:16][CH:17]=1. The yield is 0.860. (3) The reactants are [C:1]([C:3]1[CH:8]=[CH:7][CH:6]=[CH:5][C:4]=1[C:9]1[CH:14]=[CH:13][CH:12]=[C:11](OS(C(F)(F)F)(=O)=O)[CH:10]=1)#[N:2].C([O-])(=O)C.[K+].[B:28]1([B:28]2[O:32][C:31]([CH3:34])([CH3:33])[C:30]([CH3:36])([CH3:35])[O:29]2)[O:32][C:31]([CH3:34])([CH3:33])[C:30]([CH3:36])([CH3:35])[O:29]1. The catalyst is O1CCOCC1.C1C=CC([PH+]([C]2[CH][CH][CH][CH]2)C2C=CC=CC=2)=CC=1.C1C=CC([PH+]([C]2[CH][CH][CH][CH]2)C2C=CC=CC=2)=CC=1.C(Cl)Cl.Cl[Pd]Cl.[Fe].C1(P(C2C=CC=CC=2)[C-]2C=CC=C2)C=CC=CC=1.[C-]1(P(C2C=CC=CC=2)C2C=CC=CC=2)C=CC=C1.[Fe+2]. The product is [CH3:35][C:30]1([CH3:36])[C:31]([CH3:34])([CH3:33])[O:32][B:28]([C:11]2[CH:10]=[C:9]([C:4]3[C:3]([C:1]#[N:2])=[CH:8][CH:7]=[CH:6][CH:5]=3)[CH:14]=[CH:13][CH:12]=2)[O:29]1. The yield is 1.00. (4) The reactants are Br[C:2]1[C:3]([F:23])=[CH:4][C:5]2[O:11][CH2:10][CH2:9][N:8]3[C:12]([C:18]([NH:20][CH3:21])=[O:19])=[C:13]([C:15]([NH2:17])=[O:16])[N:14]=[C:7]3[C:6]=2[CH:22]=1.[N:24]1[CH:29]=[CH:28][CH:27]=[CH:26][C:25]=1[C@:30]([OH:34])([C:32]#[CH:33])[CH3:31]. No catalyst specified. The product is [F:23][C:3]1[C:2]([C:33]#[C:32][C@@:30]([OH:34])([C:25]2[CH:26]=[CH:27][CH:28]=[CH:29][N:24]=2)[CH3:31])=[CH:22][C:6]2[C:7]3[N:8]([C:12]([C:18]([NH:20][CH3:21])=[O:19])=[C:13]([C:15]([NH2:17])=[O:16])[N:14]=3)[CH2:9][CH2:10][O:11][C:5]=2[CH:4]=1. The yield is 0.100. (5) The catalyst is CN(C=O)C.CCOC(C)=O. The product is [Br:17][C:12]1[CH:11]=[CH:10][C:9]2[N:8]([CH2:21][CH2:20][CH2:19][Br:18])[C:7]3[C:15]([C:14]=2[CH:13]=1)=[CH:16][C:4]([Br:3])=[CH:5][CH:6]=3. The reactants are [OH-].[K+].[Br:3][C:4]1[CH:5]=[CH:6][C:7]2[NH:8][C:9]3[C:14]([C:15]=2[CH:16]=1)=[CH:13][C:12]([Br:17])=[CH:11][CH:10]=3.[Br:18][CH2:19][CH2:20][CH2:21]Br. The yield is 0.286. (6) The reactants are [Cl:1][C:2]1[CH:31]=[CH:30][CH:29]=[C:28]([C:32]([F:35])([F:34])[F:33])[C:3]=1[C:4]([N:6]1[C:14]2[C:9](=[C:10]([F:15])[CH:11]=[CH:12][CH:13]=2)[C:8]([C:16]2([OH:27])[CH2:21][CH2:20][CH:19]([C:22]([O:24]CC)=[O:23])[CH2:18][CH2:17]2)=[N:7]1)=[O:5].O[Li].O. The catalyst is C1COCC1.O. The product is [Cl:1][C:2]1[CH:31]=[CH:30][CH:29]=[C:28]([C:32]([F:33])([F:35])[F:34])[C:3]=1[C:4]([N:6]1[C:14]2[C:9](=[C:10]([F:15])[CH:11]=[CH:12][CH:13]=2)[C:8]([C:16]2([OH:27])[CH2:17][CH2:18][CH:19]([C:22]([OH:24])=[O:23])[CH2:20][CH2:21]2)=[N:7]1)=[O:5]. The yield is 0.150.